This data is from Reaction yield outcomes from USPTO patents with 853,638 reactions. The task is: Predict the reaction yield, written as a fraction of the theoretical maximum amount of product (1.0 means a 100% yield; for example, 0.34 means a 34% yield). (1) The product is [Br:1][C:2]1[CH:7]=[C:6]([O:8][CH2:9][CH3:10])[C:5]([Cl:14])=[N:4][CH:3]=1. The catalyst is C(Cl)Cl. The yield is 0.332. The reactants are [Br:1][C:2]1[CH:3]=[N+:4]([O-])[CH:5]=[C:6]([O:8][CH2:9][CH3:10])[CH:7]=1.O=P(Cl)(Cl)[Cl:14]. (2) The reactants are [C:1]([O:5][C:6]([N:8]1[CH2:13][CH:12]=[C:11]([C:14]2[CH:19]=[CH:18][C:17]([NH2:20])=[CH:16][CH:15]=2)[CH2:10][CH2:9]1)=[O:7])([CH3:4])([CH3:3])[CH3:2]. The catalyst is CO.[Pd]. The product is [C:1]([O:5][C:6]([N:8]1[CH2:13][CH2:12][CH:11]([C:14]2[CH:19]=[CH:18][C:17]([NH2:20])=[CH:16][CH:15]=2)[CH2:10][CH2:9]1)=[O:7])([CH3:4])([CH3:2])[CH3:3]. The yield is 1.00.